Dataset: Peptide-MHC class I binding affinity with 185,985 pairs from IEDB/IMGT. Task: Regression. Given a peptide amino acid sequence and an MHC pseudo amino acid sequence, predict their binding affinity value. This is MHC class I binding data. The peptide sequence is FGIFTTNIWL. The binding affinity (normalized) is 0.0819. The MHC is HLA-B51:01 with pseudo-sequence HLA-B51:01.